Dataset: Catalyst prediction with 721,799 reactions and 888 catalyst types from USPTO. Task: Predict which catalyst facilitates the given reaction. (1) Reactant: Br[CH2:2][CH2:3][CH2:4][CH2:5][C:6]([NH:8][C:9]1[CH:14]=[CH:13][CH:12]=[CH:11][C:10]=1[CH2:15][CH2:16][OH:17])=[O:7].CC(C)([O-])C.[K+]. Product: [OH:17][CH2:16][CH2:15][C:10]1[CH:11]=[CH:12][CH:13]=[CH:14][C:9]=1[N:8]1[CH2:2][CH2:3][CH2:4][CH2:5][C:6]1=[O:7]. The catalyst class is: 1. (2) Reactant: B1(C)OC(C2C=CC=CC=2)(C2C=CC=CC=2)[C@H]2N1CCC2.B.C(N(CC)C1C=CC=CC=1)C.[Br:34][CH2:35][C:36]([C:38]1[CH:43]=[CH:42][C:41]([O:44][C:45]([F:48])([F:47])[F:46])=[CH:40][CH:39]=1)=[O:37]. Product: [Br:34][CH2:35][C@H:36]([C:38]1[CH:39]=[CH:40][C:41]([O:44][C:45]([F:46])([F:47])[F:48])=[CH:42][CH:43]=1)[OH:37]. The catalyst class is: 237. (3) Reactant: C([Li])C(C)C.[CH3:6][O:7][C:8]1[CH:9]=[C:10]([NH:14][C:15](=[O:20])[C:16]([CH3:19])([CH3:18])[CH3:17])[CH:11]=[CH:12][CH:13]=1.[O:21]1[CH2:23][CH2:22]1. Product: [OH:21][CH2:22][CH2:23][C:9]1[C:8]([O:7][CH3:6])=[CH:13][CH:12]=[CH:11][C:10]=1[NH:14][C:15](=[O:20])[C:16]([CH3:17])([CH3:19])[CH3:18]. The catalyst class is: 392. (4) Reactant: [H-].[Na+].[F:3][C:4]1[CH:12]=[C:11]2[C:7]([C:8]([C:13]([O:15][CH3:16])=[O:14])=[CH:9][NH:10]2)=[CH:6][CH:5]=1.Cl[C:18]1[C:27]2[C:22](=[CH:23][CH:24]=[CH:25][CH:26]=2)[N:21]=[CH:20][CH:19]=1.O. Product: [F:3][C:4]1[CH:12]=[C:11]2[C:7]([C:8]([C:13]([O:15][CH3:16])=[O:14])=[CH:9][N:10]2[C:18]2[C:27]3[C:22](=[CH:23][CH:24]=[CH:25][CH:26]=3)[N:21]=[CH:20][CH:19]=2)=[CH:6][CH:5]=1. The catalyst class is: 9. (5) Reactant: [NH2:1][C:2]1[CH:6]=[C:5]([C:7]2[CH:12]=[CH:11][C:10]([F:13])=[C:9]([F:14])[CH:8]=2)[S:4][C:3]=1[C:15]([NH:17][C:18]1([C:24]([O:26]C)=[O:25])[CH2:23][CH2:22][CH2:21][CH2:20][CH2:19]1)=[O:16].[N:28]([C:31]1[C:36]([CH3:37])=[CH:35][C:34]([CH3:38])=[CH:33][C:32]=1[CH3:39])=[C:29]=[O:30].CO. Product: [F:14][C:9]1[CH:8]=[C:7]([C:5]2[S:4][C:3]([C:15]([NH:17][C:18]3([C:24]([OH:26])=[O:25])[CH2:19][CH2:20][CH2:21][CH2:22][CH2:23]3)=[O:16])=[C:2]([NH:1][C:29]([NH:28][C:31]3[C:32]([CH3:39])=[CH:33][C:34]([CH3:38])=[CH:35][C:36]=3[CH3:37])=[O:30])[CH:6]=2)[CH:12]=[CH:11][C:10]=1[F:13]. The catalyst class is: 17. (6) Reactant: [H-].[Al+3].[Li+].[H-].[H-].[H-].[Cl:7][C:8]1[CH:13]=[CH:12][C:11]([CH2:14][CH2:15][CH2:16][C:17]([NH2:19])=O)=[CH:10][CH:9]=1. Product: [Cl:7][C:8]1[CH:9]=[CH:10][C:11]([CH2:14][CH2:15][CH2:16][CH2:17][NH2:19])=[CH:12][CH:13]=1. The catalyst class is: 469. (7) Reactant: [C:1]([O:7][CH2:8][CH2:9][C@@H:10]1[O:41][C@@H:14]2[C@@H:15]([OH:40])[C@@H:16]3[O:21][C@H:20]([CH2:22][CH:23]4[CH2:27][O:26][C:25]([CH3:29])([CH3:28])[O:24]4)[C@H:19]([O:30][Si:31]([CH:37]([CH3:39])[CH3:38])([CH:34]([CH3:36])[CH3:35])[O:32][CH3:33])[C@@H:17]3[O:18][C@H:13]2[CH2:12][CH2:11]1)(=[O:6])[C:2]([CH3:5])([CH3:4])[CH3:3].C(=O)(O)[O-].[Na+].CC(OI1(OC(C)=O)(OC(C)=O)OC(=O)C2C=CC=CC1=2)=O.CC(OC)(C)C.O.S([O-])([O-])(=O)=S.[Na+].[Na+]. Product: [C:1]([O:7][CH2:8][CH2:9][C@@H:10]1[O:41][C@@H:14]2[C:15](=[O:40])[C@@H:16]3[O:21][C@H:20]([CH2:22][CH:23]4[CH2:27][O:26][C:25]([CH3:28])([CH3:29])[O:24]4)[C@H:19]([O:30][Si:31]([CH:37]([CH3:39])[CH3:38])([CH:34]([CH3:35])[CH3:36])[O:32][CH3:33])[C@@H:17]3[O:18][C@H:13]2[CH2:12][CH2:11]1)(=[O:6])[C:2]([CH3:3])([CH3:4])[CH3:5]. The catalyst class is: 4. (8) Reactant: [NH2:1][C:2]1[C:11]2[C:6](=[C:7]([O:14][CH:15]3[CH2:19][CH2:18][CH2:17][CH2:16]3)[C:8]([O:12][CH3:13])=[CH:9][CH:10]=2)[O:5][C:4](=[O:20])[CH:3]=1.Br[C:22]1[C:27]([CH3:28])=[CH:26][N:25]=[CH:24][C:23]=1[CH3:29].CC(C)([O-])C.[Na+]. Product: [CH:15]1([O:14][C:7]2[C:8]([O:12][CH3:13])=[CH:9][CH:10]=[C:11]3[C:6]=2[O:5][C:4](=[O:20])[CH:3]=[C:2]3[NH:1][C:22]2[C:27]([CH3:28])=[CH:26][N:25]=[CH:24][C:23]=2[CH3:29])[CH2:19][CH2:18][CH2:17][CH2:16]1. The catalyst class is: 187.